The task is: Predict the reaction yield, written as a fraction of the theoretical maximum amount of product (1.0 means a 100% yield; for example, 0.34 means a 34% yield).. This data is from Reaction yield outcomes from USPTO patents with 853,638 reactions. (1) The product is [N:1]([CH2:6][C:7]1([CH3:11])[CH2:10][O:9][CH2:8]1)=[N+:2]=[N-:3]. The yield is 0.850. The catalyst is O. The reactants are [N-:1]=[N+:2]=[N-:3].[Na+].Br[CH2:6][C:7]1([CH3:11])[CH2:10][O:9][CH2:8]1. (2) The catalyst is C(NCC)C.[Cu](I)I.Cl[Pd](Cl)([P](C1C=CC=CC=1)(C1C=CC=CC=1)C1C=CC=CC=1)[P](C1C=CC=CC=1)(C1C=CC=CC=1)C1C=CC=CC=1. The reactants are [Cl:1][C:2]1[CH:31]=[CH:30][C:5]([CH2:6][NH:7][C:8]([C:10]2[C:19](=[O:20])[C:18]3[C:13](=[C:14](I)[CH:15]=[C:16]([CH2:21][CH:22]4[CH2:27][CH2:26][O:25][CH2:24][CH2:23]4)[CH:17]=3)[N:12]([CH3:29])[CH:11]=2)=[O:9])=[CH:4][CH:3]=1.[CH3:32][N:33]([CH2:35][C:36]#[CH:37])[CH3:34]. The product is [Cl:1][C:2]1[CH:31]=[CH:30][C:5]([CH2:6][NH:7][C:8]([C:10]2[C:19](=[O:20])[C:18]3[C:13](=[C:14]([C:37]#[C:36][CH2:35][N:33]([CH3:34])[CH3:32])[CH:15]=[C:16]([CH2:21][CH:22]4[CH2:27][CH2:26][O:25][CH2:24][CH2:23]4)[CH:17]=3)[N:12]([CH3:29])[CH:11]=2)=[O:9])=[CH:4][CH:3]=1. The yield is 0.700.